This data is from Forward reaction prediction with 1.9M reactions from USPTO patents (1976-2016). The task is: Predict the product of the given reaction. Given the reactants [Cl:1][C:2]1[CH:7]=[C:6]([CH2:8]O)[N:5]=[C:4]([C:10]([O:12][CH3:13])=[O:11])[CH:3]=1.S(Cl)([Cl:16])=O.C1(C)C=CC=CC=1, predict the reaction product. The product is: [Cl:1][C:2]1[CH:7]=[C:6]([CH2:8][Cl:16])[N:5]=[C:4]([C:10]([O:12][CH3:13])=[O:11])[CH:3]=1.